From a dataset of Buchwald-Hartwig C-N cross coupling reaction yields with 55,370 reactions. Predict the reaction yield, written as a fraction of the theoretical maximum amount of product (1.0 means a 100% yield; for example, 0.34 means a 34% yield). (1) The reactants are CCc1ccc(Br)cc1.Cc1ccc(N)cc1.O=S(=O)(O[Pd]1c2ccccc2-c2ccccc2N~1)C(F)(F)F.CC(C)c1cc(C(C)C)c(-c2ccccc2P(C2CCCCC2)C2CCCCC2)c(C(C)C)c1.CN(C)C(=NC(C)(C)C)N(C)C.c1ccc(-c2ccno2)cc1. No catalyst specified. The product is CCc1ccc(Nc2ccc(C)cc2)cc1. The yield is 0.189. (2) No catalyst specified. The product is COc1ccc(Nc2ccc(C)cc2)cc1. The reactants are COc1ccc(I)cc1.Cc1ccc(N)cc1.O=S(=O)(O[Pd]1c2ccccc2-c2ccccc2N~1)C(F)(F)F.CC(C)c1cc(C(C)C)c(-c2ccccc2P(C(C)(C)C)C(C)(C)C)c(C(C)C)c1.CN1CCCN2CCCN=C12.c1ccc(-c2ccno2)cc1. The yield is 0.510. (3) The reactants are COc1ccc(I)cc1.Cc1ccc(N)cc1.O=S(=O)(O[Pd]1c2ccccc2-c2ccccc2N~1)C(F)(F)F.COc1ccc(OC)c(P(C(C)(C)C)C(C)(C)C)c1-c1c(C(C)C)cc(C(C)C)cc1C(C)C.CCN=P(N=P(N(C)C)(N(C)C)N(C)C)(N(C)C)N(C)C.COC(=O)c1ccno1. No catalyst specified. The product is COc1ccc(Nc2ccc(C)cc2)cc1. The yield is 0.124. (4) No catalyst specified. The yield is 0.388. The reactants are CCc1ccc(Br)cc1.Cc1ccc(N)cc1.O=S(=O)(O[Pd]1c2ccccc2-c2ccccc2N~1)C(F)(F)F.COc1ccc(OC)c(P(C(C)(C)C)C(C)(C)C)c1-c1c(C(C)C)cc(C(C)C)cc1C(C)C.CN(C)C(=NC(C)(C)C)N(C)C.Cc1ccno1. The product is CCc1ccc(Nc2ccc(C)cc2)cc1.